This data is from Catalyst prediction with 721,799 reactions and 888 catalyst types from USPTO. The task is: Predict which catalyst facilitates the given reaction. Reactant: [CH2:1]=[CH:2][CH2:3][NH2:4].[CH2:5]1[O:7][CH:6]1[CH2:8][Cl:9].[C:10](=[O:13])([O-:12])[O-:11]. Product: [CH2:1]=[CH:2][CH2:3][NH3+:4].[CH2:5]1[O:7][CH:6]1[CH2:8][Cl:9].[C:10]([O-:13])([OH:12])=[O:11]. The catalyst class is: 6.